This data is from NCI-60 drug combinations with 297,098 pairs across 59 cell lines. The task is: Regression. Given two drug SMILES strings and cell line genomic features, predict the synergy score measuring deviation from expected non-interaction effect. (1) Drug 1: CC1CCC2CC(C(=CC=CC=CC(CC(C(=O)C(C(C(=CC(C(=O)CC(OC(=O)C3CCCCN3C(=O)C(=O)C1(O2)O)C(C)CC4CCC(C(C4)OC)O)C)C)O)OC)C)C)C)OC. Drug 2: CCC1(C2=C(COC1=O)C(=O)N3CC4=CC5=C(C=CC(=C5CN(C)C)O)N=C4C3=C2)O.Cl. Cell line: UACC62. Synergy scores: CSS=53.4, Synergy_ZIP=-0.871, Synergy_Bliss=-0.199, Synergy_Loewe=-3.02, Synergy_HSA=3.10. (2) Drug 1: C1=CC(=CC=C1CCCC(=O)O)N(CCCl)CCCl. Drug 2: CC1=CC=C(C=C1)C2=CC(=NN2C3=CC=C(C=C3)S(=O)(=O)N)C(F)(F)F. Cell line: A549. Synergy scores: CSS=25.7, Synergy_ZIP=-1.25, Synergy_Bliss=-0.582, Synergy_Loewe=-3.90, Synergy_HSA=0.131. (3) Drug 1: C1CCN(CC1)CCOC2=CC=C(C=C2)C(=O)C3=C(SC4=C3C=CC(=C4)O)C5=CC=C(C=C5)O. Drug 2: CN1CCC(CC1)COC2=C(C=C3C(=C2)N=CN=C3NC4=C(C=C(C=C4)Br)F)OC. Cell line: RXF 393. Synergy scores: CSS=1.14, Synergy_ZIP=-2.17, Synergy_Bliss=-0.670, Synergy_Loewe=-2.26, Synergy_HSA=0.107. (4) Drug 1: C1=CC=C(C(=C1)C(C2=CC=C(C=C2)Cl)C(Cl)Cl)Cl. Drug 2: CN1C2=C(C=C(C=C2)N(CCCl)CCCl)N=C1CCCC(=O)O.Cl. Cell line: SNB-19. Synergy scores: CSS=-2.56, Synergy_ZIP=0.317, Synergy_Bliss=-1.37, Synergy_Loewe=-0.0934, Synergy_HSA=-2.09. (5) Drug 1: CC1C(C(CC(O1)OC2CC(CC3=C2C(=C4C(=C3O)C(=O)C5=C(C4=O)C(=CC=C5)OC)O)(C(=O)C)O)N)O.Cl. Drug 2: CN(CC1=CN=C2C(=N1)C(=NC(=N2)N)N)C3=CC=C(C=C3)C(=O)NC(CCC(=O)O)C(=O)O. Cell line: HCC-2998. Synergy scores: CSS=14.8, Synergy_ZIP=-7.50, Synergy_Bliss=-4.57, Synergy_Loewe=-11.5, Synergy_HSA=-3.38. (6) Drug 1: CS(=O)(=O)C1=CC(=C(C=C1)C(=O)NC2=CC(=C(C=C2)Cl)C3=CC=CC=N3)Cl. Drug 2: CC1=C2C(C(=O)C3(C(CC4C(C3C(C(C2(C)C)(CC1OC(=O)C(C(C5=CC=CC=C5)NC(=O)OC(C)(C)C)O)O)OC(=O)C6=CC=CC=C6)(CO4)OC(=O)C)OC)C)OC. Cell line: SNB-19. Synergy scores: CSS=55.2, Synergy_ZIP=10.6, Synergy_Bliss=10.6, Synergy_Loewe=-19.7, Synergy_HSA=10.6.